This data is from Peptide-MHC class II binding affinity with 134,281 pairs from IEDB. The task is: Regression. Given a peptide amino acid sequence and an MHC pseudo amino acid sequence, predict their binding affinity value. This is MHC class II binding data. The peptide sequence is AFVGLFSVLIALALI. The MHC is HLA-DPA10301-DPB10402 with pseudo-sequence HLA-DPA10301-DPB10402. The binding affinity (normalized) is 0.0267.